From a dataset of Catalyst prediction with 721,799 reactions and 888 catalyst types from USPTO. Predict which catalyst facilitates the given reaction. (1) Reactant: [CH:1]([NH2:4])([CH3:3])[CH3:2].C(N(C(C)C)CC)(C)C.[S:14]1[CH:18]=[CH:17][CH:16]=[C:15]1[C:19](Cl)=[O:20]. Product: [CH3:2][CH:1]([NH:4][C:19]([C:15]1[S:14][CH:18]=[CH:17][CH:16]=1)=[O:20])[CH3:3]. The catalyst class is: 4. (2) Reactant: [NH2:1][C:2]1[CH:7]=[CH:6][CH:5]=[CH:4][CH:3]=1.[C:8]([OH:16])(=[O:15])[C:9]([CH2:11][C:12](O)=[O:13])=[CH2:10]. Product: [O:13]=[C:12]1[N:1]([C:2]2[CH:7]=[CH:6][CH:5]=[CH:4][CH:3]=2)[CH2:10][CH:9]([C:8]([OH:16])=[O:15])[CH2:11]1. The catalyst class is: 33. (3) Reactant: [CH:1]([C:3]1[N:4]([CH2:12][O:13][CH2:14][CH2:15][Si:16]([CH3:19])([CH3:18])[CH3:17])[CH:5]=[C:6]([C:8]([O:10][CH3:11])=[O:9])[N:7]=1)=[O:2].[BH4-].[Na+]. Product: [OH:2][CH2:1][C:3]1[N:4]([CH2:12][O:13][CH2:14][CH2:15][Si:16]([CH3:17])([CH3:19])[CH3:18])[CH:5]=[C:6]([C:8]([O:10][CH3:11])=[O:9])[N:7]=1. The catalyst class is: 5. (4) Reactant: [CH2:1]([O:3][C:4]([N:6]1[CH2:12][CH2:11][C:10]2[CH:13]=[CH:14][S:15][C:9]=2[CH2:8][CH2:7]1)=[O:5])[CH3:2].[F:16][C:17]([F:28])([F:27])[C:18](O[C:18](=[O:19])[C:17]([F:28])([F:27])[F:16])=[O:19].[Al+3].[Cl-].[Cl-].[Cl-]. Product: [CH2:1]([O:3][C:4]([N:6]1[CH2:12][CH2:11][C:10]2[CH:13]=[C:14]([C:18](=[O:19])[C:17]([F:28])([F:27])[F:16])[S:15][C:9]=2[CH2:8][CH2:7]1)=[O:5])[CH3:2]. The catalyst class is: 26. (5) Reactant: [CH2:1]([O:4][C:5]1[C:10]([CH2:11][NH:12][C:13]2[C:18]([F:19])=[C:17]([O:20][CH3:21])[CH:16]=[C:15]([O:22][CH3:23])[C:14]=2[F:24])=[CH:9][N:8]=[C:7]2[N:25]([CH2:28][C:29]3[CH:34]=[CH:33][C:32]([O:35][CH3:36])=[CH:31][CH:30]=3)[N:26]=[CH:27][C:6]=12)[CH:2]=[CH2:3].C(N(CC)CC)C.[Cl:44][C:45](Cl)([O:47]C(=O)OC(Cl)(Cl)Cl)Cl. Product: [CH2:1]([O:4][C:5]1[C:10]([CH2:11][N:12]([C:13]2[C:18]([F:19])=[C:17]([O:20][CH3:21])[CH:16]=[C:15]([O:22][CH3:23])[C:14]=2[F:24])[C:45]([Cl:44])=[O:47])=[CH:9][N:8]=[C:7]2[N:25]([CH2:28][C:29]3[CH:30]=[CH:31][C:32]([O:35][CH3:36])=[CH:33][CH:34]=3)[N:26]=[CH:27][C:6]=12)[CH:2]=[CH2:3]. The catalyst class is: 1.